Dataset: Peptide-MHC class I binding affinity with 185,985 pairs from IEDB/IMGT. Task: Regression. Given a peptide amino acid sequence and an MHC pseudo amino acid sequence, predict their binding affinity value. This is MHC class I binding data. (1) The peptide sequence is VPDIPELSY. The MHC is HLA-A26:01 with pseudo-sequence HLA-A26:01. The binding affinity (normalized) is 0.00129. (2) The peptide sequence is VLGDDLLEV. The MHC is HLA-A02:01 with pseudo-sequence HLA-A02:01. The binding affinity (normalized) is 0.733. (3) The peptide sequence is LPFHNVHPL. The MHC is HLA-B07:02 with pseudo-sequence HLA-B07:02. The binding affinity (normalized) is 0.834. (4) The peptide sequence is VMGGNAAEA. The MHC is HLA-B15:01 with pseudo-sequence HLA-B15:01. The binding affinity (normalized) is 0.0847.